Dataset: Catalyst prediction with 721,799 reactions and 888 catalyst types from USPTO. Task: Predict which catalyst facilitates the given reaction. Reactant: [N+:1]([C:4]1[CH:9]=[CH:8][CH:7]=[CH:6][C:5]=1[CH2:10][C:11](=O)[CH2:12][C:13]([O:15][CH2:16][CH3:17])=[O:14])([O-])=O. Product: [NH:1]1[C:4]2[C:5](=[CH:6][CH:7]=[CH:8][CH:9]=2)[CH:10]=[C:11]1[CH2:12][C:13]([O:15][CH2:16][CH3:17])=[O:14]. The catalyst class is: 63.